This data is from Forward reaction prediction with 1.9M reactions from USPTO patents (1976-2016). The task is: Predict the product of the given reaction. (1) Given the reactants [C:1]([N:5]1[C:9]2=[N:10][C:11]([NH:14][C:15](=[O:23])[C:16]3[CH:21]=[CH:20][C:19]([CH3:22])=[CH:18][CH:17]=3)=[CH:12][CH:13]=[C:8]2[C:7]([C:24]([OH:26])=O)=[CH:6]1)([CH3:4])([CH3:3])[CH3:2].[CH2:27]([NH2:29])[CH3:28].F[P-](F)(F)(F)(F)F.C[N+](C)=C(N(C)C)ON1C2N=CC=CC=2N=N1.C(N(CC)CC)C, predict the reaction product. The product is: [CH2:27]([NH:29][C:24]([C:7]1[C:8]2[C:9](=[N:10][C:11]([NH:14][C:15](=[O:23])[C:16]3[CH:21]=[CH:20][C:19]([CH3:22])=[CH:18][CH:17]=3)=[CH:12][CH:13]=2)[N:5]([C:1]([CH3:3])([CH3:2])[CH3:4])[CH:6]=1)=[O:26])[CH3:28]. (2) Given the reactants [F:1][C:2]([F:26])([F:25])[CH:3]([C:5]1[CH:10]=[CH:9][C:8]([CH2:11][CH2:12][CH2:13][N:14]2C(=O)C3C(=CC=CC=3)C2=O)=[CH:7][CH:6]=1)[OH:4].O.NN, predict the reaction product. The product is: [NH2:14][CH2:13][CH2:12][CH2:11][C:8]1[CH:7]=[CH:6][C:5]([CH:3]([OH:4])[C:2]([F:25])([F:26])[F:1])=[CH:10][CH:9]=1.